The task is: Predict the reaction yield, written as a fraction of the theoretical maximum amount of product (1.0 means a 100% yield; for example, 0.34 means a 34% yield).. This data is from Reaction yield outcomes from USPTO patents with 853,638 reactions. (1) The reactants are COC(=O)CC(C1C=CC=CC=1)C[N+]([O-])=O.[O:17]1[C:22]2[CH:23]=[CH:24][CH:25]=[C:26]([N:27]3[CH2:32][CH2:31][N:30]([C:33](=O)[CH2:34][CH:35]([CH:42]4[N:46]([CH2:47][CH3:48])[C:45](=[O:49])[CH2:44][CH2:43]4)[C:36]4[CH:41]=[CH:40][CH:39]=[CH:38][CH:37]=4)[CH2:29][CH2:28]3)[C:21]=2[O:20][CH2:19][CH2:18]1.O1C2C=CC=C(N3CCN(C(=O)CC(C4NC(=O)CC4)C4C=CC=CC=4)CC3)C=2OCC1. No catalyst specified. The product is [O:17]1[C:22]2[CH:23]=[CH:24][CH:25]=[C:26]([N:27]3[CH2:32][CH2:31][N:30]([CH2:33][CH2:34][CH:35]([CH:42]4[N:46]([CH2:47][CH3:48])[C:45](=[O:49])[CH2:44][CH2:43]4)[C:36]4[CH:41]=[CH:40][CH:39]=[CH:38][CH:37]=4)[CH2:29][CH2:28]3)[C:21]=2[O:20][CH2:19][CH2:18]1. The yield is 0.650. (2) The reactants are [C:1]([O:9][CH2:10][C:11]1[S:12][CH:13]=[C:14]([C:16]2[CH:21]=[CH:20][C:19]([CH2:22]O)=[CH:18][CH:17]=2)[N:15]=1)(=[O:8])[C:2]1[CH:7]=[CH:6][CH:5]=[CH:4][CH:3]=1.S(Cl)([Cl:26])=O.CN(C)C=O. The catalyst is C(Cl)(Cl)Cl. The product is [C:1]([O:9][CH2:10][C:11]1[S:12][CH:13]=[C:14]([C:16]2[CH:21]=[CH:20][C:19]([CH2:22][Cl:26])=[CH:18][CH:17]=2)[N:15]=1)(=[O:8])[C:2]1[CH:7]=[CH:6][CH:5]=[CH:4][CH:3]=1. The yield is 0.989. (3) The reactants are C(N(CC)C(C)C)(C)C.ClCO[CH2:13][O:14][CH2:15][O:16][CH2:17]Cl.[CH3:19][O:20][C:21]1[CH:26]=[C:25]([N+:27]([O-:29])=[O:28])[CH:24]=[CH:23]C=1O.O. The catalyst is [Br-].C([N+](CCCC)(CCCC)CCCC)CCC.ClCCl. The product is [CH3:19][O:20][C:21]1[CH:26]=[C:25]([N+:27]([O-:29])=[O:28])[CH:24]=[CH:23][C:17]=1[O:16][CH2:15][O:14][CH3:13]. The yield is 1.00. (4) The reactants are [OH:1][C:2]([C:29]1[S:30][CH:31]=[CH:32][CH:33]=1)([C:24]1[S:25][CH:26]=[CH:27][CH:28]=1)[C:3]([O:5][C@H:6]1[CH2:11][CH2:10][C@H:9]([N:12]([CH2:14][CH2:15][NH:16]C(OC(C)(C)C)=O)[CH3:13])[CH2:8][CH2:7]1)=[O:4].Cl. The catalyst is O1CCOCC1. The product is [OH:1][C:2]([C:24]1[S:25][CH:26]=[CH:27][CH:28]=1)([C:29]1[S:30][CH:31]=[CH:32][CH:33]=1)[C:3]([O:5][C@H:6]1[CH2:7][CH2:8][C@H:9]([N:12]([CH2:14][CH2:15][NH2:16])[CH3:13])[CH2:10][CH2:11]1)=[O:4]. The yield is 0.950. (5) The reactants are [CH3:1][C:2]1[CH:7]=[CH:6][C:5]([C:8](=O)[CH2:9][C:10](=O)[C:11]([F:14])([F:13])[F:12])=[CH:4][C:3]=1[C:17]([F:20])([F:19])[F:18].[NH2:21][C:22]1[N:23]=[CH:24][NH:25][C:26]=1[C:27]#[N:28]. No catalyst specified. The product is [CH3:1][C:2]1[CH:7]=[CH:6][C:5]([C:8]2[CH:9]=[C:10]([C:11]([F:14])([F:13])[F:12])[N:23]3[CH:24]=[N:25][C:26]([C:27]#[N:28])=[C:22]3[N:21]=2)=[CH:4][C:3]=1[C:17]([F:20])([F:19])[F:18]. The yield is 0.390. (6) The reactants are [Cl:1][C:2]1[C:3]([N:8]2[C:12](O)([C:13]([O:15][CH2:16][CH3:17])=[O:14])[CH2:11][C:10]([C:19]([F:22])([F:21])[F:20])=[N:9]2)=[N:4][CH:5]=[CH:6][CH:7]=1. The catalyst is S(=O)(=O)(O)O.C(O)(=O)C. The product is [Cl:1][C:2]1[C:3]([N:8]2[C:12]([C:13]([O:15][CH2:16][CH3:17])=[O:14])=[CH:11][C:10]([C:19]([F:22])([F:20])[F:21])=[N:9]2)=[N:4][CH:5]=[CH:6][CH:7]=1. The yield is 0.770. (7) The reactants are Cl[C:2]1[CH:3]=[CH:4][C:5]([O:12][C:13]2[CH:18]=[CH:17][C:16]([CH2:19][CH2:20][OH:21])=[CH:15][CH:14]=2)=N[C:7]=1C(F)(F)F.[N:22]#[C:23][NH2:24].OS([C:29]([F:32])(F)F)(=O)=O.[CH2:33]1COCC1. No catalyst specified. The product is [C:23](=[NH:24])([O:21][CH2:20][CH2:19][C:16]1[CH:15]=[CH:14][C:13]([O:12][C:5]2[CH:4]=[CH:3][C:2]([CH3:7])=[C:29]([F:32])[CH:33]=2)=[CH:18][CH:17]=1)[NH2:22]. The yield is 0.840.